Dataset: Peptide-MHC class I binding affinity with 185,985 pairs from IEDB/IMGT. Task: Regression. Given a peptide amino acid sequence and an MHC pseudo amino acid sequence, predict their binding affinity value. This is MHC class I binding data. (1) The peptide sequence is KATTQIAPK. The MHC is HLA-A68:01 with pseudo-sequence HLA-A68:01. The binding affinity (normalized) is 0.181. (2) The binding affinity (normalized) is 0.910. The peptide sequence is RPTPKGTVM. The MHC is HLA-B07:02 with pseudo-sequence HLA-B07:02.